From a dataset of Reaction yield outcomes from USPTO patents with 853,638 reactions. Predict the reaction yield, written as a fraction of the theoretical maximum amount of product (1.0 means a 100% yield; for example, 0.34 means a 34% yield). (1) The reactants are [Br:1][C:2]1[CH:7]=[CH:6][C:5]([OH:8])=[CH:4][N:3]=1.[H-].[Na+].[CH2:11](Br)[C:12]1[CH:17]=[CH:16][CH:15]=[CH:14][CH:13]=1.CCOC(C)=O. The catalyst is CN(C=O)C. The product is [CH2:11]([O:8][C:5]1[CH:6]=[CH:7][C:2]([Br:1])=[N:3][CH:4]=1)[C:12]1[CH:17]=[CH:16][CH:15]=[CH:14][CH:13]=1. The yield is 0.720. (2) The reactants are [CH2:1]([O:3][C:4](=[O:42])[CH:5]([O:7][P:8]([CH2:17][C:18]([CH3:41])=[CH:19][CH2:20][C:21]1[C:22]([O:34]CC[Si](C)(C)C)=[C:23]2[C:27](=[C:28]([CH3:32])[C:29]=1[O:30][CH3:31])[CH2:26][O:25][C:24]2=[O:33])([O:10][C:11]1[CH:16]=[CH:15][CH:14]=[CH:13][CH:12]=1)=[O:9])[CH3:6])[CH3:2].C(O)(C(F)(F)F)=O. The catalyst is C(Cl)Cl. The product is [CH2:1]([O:3][C:4](=[O:42])[CH:5]([O:7][P:8]([CH2:17][C:18]([CH3:41])=[CH:19][CH2:20][C:21]1[C:22]([OH:34])=[C:23]2[C:27](=[C:28]([CH3:32])[C:29]=1[O:30][CH3:31])[CH2:26][O:25][C:24]2=[O:33])([O:10][C:11]1[CH:16]=[CH:15][CH:14]=[CH:13][CH:12]=1)=[O:9])[CH3:6])[CH3:2]. The yield is 0.900. (3) The catalyst is COCCO. The yield is 0.290. The reactants are Cl[C:2]1[N:7]=[C:6]([NH:8][CH3:9])[C:5]([C:10]([F:13])([F:12])[F:11])=[CH:4][N:3]=1.[NH2:14][C:15]1[CH:20]=[CH:19][C:18]([C:21]([N:23]2[CH2:28][CH2:27][O:26][CH2:25][CH2:24]2)=[O:22])=[CH:17][C:16]=1[O:29][CH2:30][CH2:31][F:32].FC(F)(F)C(O)=O. The product is [F:32][CH2:31][CH2:30][O:29][C:16]1[CH:17]=[C:18]([C:21]([N:23]2[CH2:24][CH2:25][O:26][CH2:27][CH2:28]2)=[O:22])[CH:19]=[CH:20][C:15]=1[NH:14][C:2]1[N:7]=[C:6]([NH:8][CH3:9])[C:5]([C:10]([F:13])([F:12])[F:11])=[CH:4][N:3]=1. (4) The catalyst is [Pd]. The product is [CH:11]12[N:10]([C:7]3[CH:8]=[CH:9][C:4]([NH2:1])=[C:5]([C:17]([F:20])([F:18])[F:19])[CH:6]=3)[CH:14]([CH2:13][CH2:12]1)[CH2:15][CH2:16]2. The yield is 0.910. The reactants are [N+:1]([C:4]1[CH:9]=[CH:8][C:7]([N:10]2[CH:14]3[CH2:15][CH2:16][CH:11]2[CH2:12][CH2:13]3)=[CH:6][C:5]=1[C:17]([F:20])([F:19])[F:18])([O-])=O. (5) The reactants are C([NH:5][C:6]1[CH:11]=[C:10]([C:12]2[C:13]([C:26]3[CH:27]=[C:28]([NH:32][C:33]([NH:35][C:36]4[CH:41]=[CH:40][C:39]([C:42]([F:45])([F:44])[F:43])=[CH:38][CH:37]=4)=[O:34])[CH:29]=[CH:30][CH:31]=3)=[N:14][N:15](CC3C=CC(OC)=CC=3)[CH:16]=2)[CH:9]=[CH:8][N:7]=1)(C)(C)C.FC(F)(F)C(O)=O.[Na]. The catalyst is O. The product is [NH2:5][C:6]1[CH:11]=[C:10]([C:12]2[C:13]([C:26]3[CH:27]=[C:28]([NH:32][C:33]([NH:35][C:36]4[CH:41]=[CH:40][C:39]([C:42]([F:44])([F:45])[F:43])=[CH:38][CH:37]=4)=[O:34])[CH:29]=[CH:30][CH:31]=3)=[N:14][NH:15][CH:16]=2)[CH:9]=[CH:8][N:7]=1. The yield is 0.900. (6) The reactants are [Br:1][C:2]1[CH:11]=[C:10]([Cl:12])[C:5]2[NH:6][C:7](=[O:9])[O:8][C:4]=2[CH:3]=1.[H-].[Na+].[CH3:15]I.O. The catalyst is CN(C=O)C.CCOC(C)=O. The product is [Br:1][C:2]1[CH:11]=[C:10]([Cl:12])[C:5]2[N:6]([CH3:15])[C:7](=[O:9])[O:8][C:4]=2[CH:3]=1. The yield is 0.750. (7) The reactants are [O:1]1[C:5]2[CH:6]=[CH:7][CH:8]=[CH:9][C:4]=2[CH:3]=[C:2]1B(O)O.Br[C:14]1[CH:15]=[N:16][CH:17]=[CH:18][C:19]=1[CH:20]([OH:22])[CH3:21].C(=O)([O-])[O-].[Na+].[Na+].O.C(Cl)Cl. The catalyst is C1C=CC(P(C2C=CC=CC=2)[C-]2C=CC=C2)=CC=1.C1C=CC(P(C2C=CC=CC=2)[C-]2C=CC=C2)=CC=1.Cl[Pd]Cl.[Fe+2].CN(C=O)C. The product is [O:1]1[C:5]2[CH:6]=[CH:7][CH:8]=[CH:9][C:4]=2[CH:3]=[C:2]1[C:14]1[CH:15]=[N:16][CH:17]=[CH:18][C:19]=1[CH:20]([OH:22])[CH3:21]. The yield is 0.230. (8) The reactants are [C:1]([O:7][CH2:8][C@H:9]([C:11]1[C:16]([CH3:17])=[CH:15][C:14]([N+:18]([O-:20])=[O:19])=[CH:13][C:12]=1[Br:21])[OH:10])(=[O:6])[C:2]([CH3:5])([CH3:4])[CH3:3].CCOC(C)=O.C(O[C:32]([CH3:35])([CH3:34])[CH3:33])(=O)C. No catalyst specified. The product is [C:1]([O:7][CH2:8][C@H:9]([C:11]1[C:16]([CH3:17])=[CH:15][C:14]([N+:18]([O-:20])=[O:19])=[CH:13][C:12]=1[Br:21])[O:10][C:32]([CH3:35])([CH3:34])[CH3:33])(=[O:6])[C:2]([CH3:5])([CH3:4])[CH3:3]. The yield is 0.850. (9) The reactants are [C:1]([C:4]1[CH:5]=[C:6]([NH:10][C:11](=[O:15])[CH:12](Br)[CH3:13])[CH:7]=[CH:8][CH:9]=1)(=[O:3])[CH3:2].[N-:16]=[N+:17]=[N-:18].[Na+]. The catalyst is CN(C=O)C.O. The product is [C:1]([C:4]1[CH:5]=[C:6]([NH:10][C:11](=[O:15])[CH:12]([N:16]=[N+:17]=[N-:18])[CH3:13])[CH:7]=[CH:8][CH:9]=1)(=[O:3])[CH3:2]. The yield is 0.500.